From a dataset of Full USPTO retrosynthesis dataset with 1.9M reactions from patents (1976-2016). Predict the reactants needed to synthesize the given product. (1) The reactants are: [CH3:1][C:2]1[N:7]2N=N[N:10]=[C:6]2[C:5]2[N:11]=[C:12]([CH2:24][O:25][N:26]=[C:27]([CH3:29])[CH3:28])[N:13]([CH2:14][CH2:15][CH2:16][CH2:17][NH:18][C:19](=[O:23])[CH:20]([CH3:22])[CH3:21])[C:4]=2[C:3]=1[CH3:30].C1(P(C2C=CC=CC=2)C2C=CC=CC=2)C=CC=CC=1. Given the product [NH2:10][C:6]1[C:5]2[N:11]=[C:12]([CH2:24][O:25][N:26]=[C:27]([CH3:29])[CH3:28])[N:13]([CH2:14][CH2:15][CH2:16][CH2:17][NH:18][C:19](=[O:23])[CH:20]([CH3:22])[CH3:21])[C:4]=2[C:3]([CH3:30])=[C:2]([CH3:1])[N:7]=1, predict the reactants needed to synthesize it. (2) Given the product [C:39]([NH:35][C:33](=[O:34])[O:9][CH2:8][C:7]1[CH:6]=[CH:5][CH:4]=[C:3]([N:10]2[CH2:11][CH2:12][C:13]([OH:16])([C:17]3[CH:18]=[N:19][CH:20]=[CH:21][CH:22]=3)[CH2:14][CH2:15]2)[C:2]=1[F:1])(=[NH:38])[NH2:24], predict the reactants needed to synthesize it. The reactants are: [F:1][C:2]1[C:7]([CH2:8][OH:9])=[CH:6][CH:5]=[CH:4][C:3]=1[N:10]1[CH2:15][CH2:14][C:13]([C:17]2[CH:18]=[N:19][CH:20]=[CH:21][CH:22]=2)([OH:16])[CH2:12][CH2:11]1.C[N:24](C=O)C.C1N=CN([C:33]([N:35]2[CH:39]=[N:38]C=C2)=[O:34])C=1.C(=O)(O)O.NC(N)=N. (3) Given the product [NH2:29][C:2]1[N:7]=[C:6]([Cl:8])[N:5]=[C:4]([O:9][CH2:10][C:11]([NH:13][C:14]2[CH:19]=[CH:18][CH:17]=[C:16]([C:20]([F:23])([F:22])[F:21])[CH:15]=2)=[O:12])[N:3]=1, predict the reactants needed to synthesize it. The reactants are: Cl[C:2]1[N:7]=[C:6]([Cl:8])[N:5]=[C:4]([O:9][CH2:10][C:11]([NH:13][C:14]2[CH:19]=[CH:18][CH:17]=[C:16]([C:20]([F:23])([F:22])[F:21])[CH:15]=2)=[O:12])[N:3]=1.C1COCC1.[NH3:29]. (4) Given the product [C:5]([C:4]1[CH:7]=[CH:8][C:9]([O:10][CH2:12][CH2:13][CH2:14][C:15]([O:17][CH2:18][CH3:19])=[O:16])=[C:2]([F:1])[CH:3]=1)#[N:6], predict the reactants needed to synthesize it. The reactants are: [F:1][C:2]1[CH:3]=[C:4]([CH:7]=[CH:8][C:9]=1[OH:10])[C:5]#[N:6].Br[CH2:12][CH2:13][CH2:14][C:15]([O:17][CH2:18][CH3:19])=[O:16].C(=O)([O-])[O-].[K+].[K+].